From a dataset of Catalyst prediction with 721,799 reactions and 888 catalyst types from USPTO. Predict which catalyst facilitates the given reaction. (1) Reactant: [O:1]=[C:2]1[CH2:16][C@@H:5]2[CH2:6][N:7]([C:9]([O:11][C:12]([CH3:15])([CH3:14])[CH3:13])=[O:10])[CH2:8][C@@H:4]2[CH2:3]1.[BH4-].[Na+]. Product: [CH3:15][C:12]([O:11][C:9]([N:7]1[CH2:6][C@H:5]2[C@H:4]([CH2:3][CH:2]([OH:1])[CH2:16]2)[CH2:8]1)=[O:10])([CH3:13])[CH3:14]. The catalyst class is: 5. (2) Reactant: [Sn](C)(C)(C)[CH3:2].[CH2:6]([O:8][C:9](=[O:31])[C:10]([O:13][C:14]1[CH:19]=[CH:18][C:17]([O:20][C:21]2[CH:26]=[C:25](I)[CH:24]=[C:23]([C:28]#[N:29])[CH:22]=2)=[CH:16][C:15]=1[CH3:30])([CH3:12])[CH3:11])[CH3:7]. Product: [CH2:6]([O:8][C:9](=[O:31])[C:10]([O:13][C:14]1[CH:19]=[CH:18][C:17]([O:20][C:21]2[CH:26]=[C:25]([CH3:2])[CH:24]=[C:23]([C:28]#[N:29])[CH:22]=2)=[CH:16][C:15]=1[CH3:30])([CH3:12])[CH3:11])[CH3:7]. The catalyst class is: 128. (3) Reactant: [CH3:1][C:2]1[NH:3][C:4](=[O:26])[C:5]([CH2:11][C:12]2[CH:17]=[CH:16][C:15]([C:18]3[C:19]([C:24]#[N:25])=[CH:20][CH:21]=[CH:22][CH:23]=3)=[CH:14][CH:13]=2)=[C:6]([CH2:8][CH2:9][CH3:10])[N:7]=1.[CH3:27][N:28]([CH3:40])[C:29]([C:31]1[CH:36]=[CH:35][C:34](B(O)O)=[CH:33][CH:32]=1)=[O:30].C(N(CC)CC)C.N1C=CC=CC=1. Product: [C:24]([C:19]1[CH:20]=[CH:21][CH:22]=[CH:23][C:18]=1[C:15]1[CH:16]=[CH:17][C:12]([CH2:11][C:5]2[C:4](=[O:26])[N:3]([C:34]3[CH:35]=[CH:36][C:31]([C:29]([N:28]([CH3:40])[CH3:27])=[O:30])=[CH:32][CH:33]=3)[C:2]([CH3:1])=[N:7][C:6]=2[CH2:8][CH2:9][CH3:10])=[CH:13][CH:14]=1)#[N:25]. The catalyst class is: 297. (4) Product: [ClH:1].[Cl:1][C:2]1[CH:7]=[CH:6][C:5]([C@H:8]2[O:9][CH2:10][CH2:11][N:12]([CH2:14][C@H:15]([O:20][C:30](=[O:31])[NH:29][C:26]3[CH:27]=[CH:28][C:23]([Cl:22])=[C:24]([F:32])[CH:25]=3)[C:16]([F:17])([F:18])[F:19])[CH2:13]2)=[CH:4][C:3]=1[F:21]. The catalyst class is: 4. Reactant: [Cl:1][C:2]1[CH:7]=[CH:6][C:5]([C@@H:8]2[CH2:13][N:12]([CH2:14][C@H:15]([OH:20])[C:16]([F:19])([F:18])[F:17])[CH2:11][CH2:10][O:9]2)=[CH:4][C:3]=1[F:21].[Cl:22][C:23]1[CH:28]=[CH:27][C:26]([N:29]=[C:30]=[O:31])=[CH:25][C:24]=1[F:32].CCN(C(C)C)C(C)C. (5) Reactant: [C:1]([C:3]1[CH:13]=[CH:12][C:11]([F:14])=[CH:10][C:4]=1[C:5]([O:7][CH2:8][CH3:9])=[O:6])#[N:2].[CH3:15][C:16]([O:19][C:20](O[C:20]([O:19][C:16]([CH3:18])([CH3:17])[CH3:15])=[O:21])=[O:21])([CH3:18])[CH3:17].C(=O)(O)[O-].[Na+]. Product: [C:16]([O:19][C:20]([NH:2][CH2:1][C:3]1[CH:13]=[CH:12][C:11]([F:14])=[CH:10][C:4]=1[C:5]([O:7][CH2:8][CH3:9])=[O:6])=[O:21])([CH3:18])([CH3:17])[CH3:15]. The catalyst class is: 814.